This data is from Full USPTO retrosynthesis dataset with 1.9M reactions from patents (1976-2016). The task is: Predict the reactants needed to synthesize the given product. Given the product [Br:1][C:2]1[C:3]([OH:19])=[N:4][C:5]([NH:8][C:9]2[CH:10]=[C:11]([O:17][CH3:18])[CH:12]=[C:13]([O:15][CH3:16])[CH:14]=2)=[N:6][CH:7]=1, predict the reactants needed to synthesize it. The reactants are: [Br:1][C:2]1[C:3]([O:19]C)=[N:4][C:5]([NH:8][C:9]2[CH:14]=[C:13]([O:15][CH3:16])[CH:12]=[C:11]([O:17][CH3:18])[CH:10]=2)=[N:6][CH:7]=1.O.C([O-])(O)=O.[Na+].